This data is from Full USPTO retrosynthesis dataset with 1.9M reactions from patents (1976-2016). The task is: Predict the reactants needed to synthesize the given product. Given the product [CH2:24]([C:5]1[N:6]([CH2:9][C:10]2[CH:15]=[CH:14][C:13]([C:16]3[C:17]([C:22]#[N:23])=[CH:18][CH:19]=[CH:20][CH:21]=3)=[CH:12][CH:11]=2)[C:7](=[O:8])[C:2]([C:37]2[CH:38]=[CH:39][C:33]3[O:32][CH:31]([CH3:30])[CH2:35][C:34]=3[CH:36]=2)=[C:3]([CH2:28][CH3:29])[N:4]=1)[CH2:25][CH2:26][CH3:27], predict the reactants needed to synthesize it. The reactants are: Br[C:2]1[C:7](=[O:8])[N:6]([CH2:9][C:10]2[CH:15]=[CH:14][C:13]([C:16]3[C:17]([C:22]#[N:23])=[CH:18][CH:19]=[CH:20][CH:21]=3)=[CH:12][CH:11]=2)[C:5]([CH2:24][CH2:25][CH2:26][CH3:27])=[N:4][C:3]=1[CH2:28][CH3:29].[CH3:30][CH:31]1[CH2:35][C:34]2[CH:36]=[C:37](B(O)O)[CH:38]=[CH:39][C:33]=2[O:32]1.C(=O)([O-])[O-].[Cs+].[Cs+].